This data is from M1 muscarinic receptor agonist screen with 61,833 compounds. The task is: Binary Classification. Given a drug SMILES string, predict its activity (active/inactive) in a high-throughput screening assay against a specified biological target. (1) The drug is Oc1cc(c2n3C(Cc4c(c3nn2)cccc4)(C)C)ccc1. The result is 0 (inactive). (2) The molecule is S1C=2N(CN(C1)c1c(F)cccc1)C(=O)CC(C2C#N)c1cc(OC)c(OC)cc1. The result is 0 (inactive). (3) The drug is S(CC(=O)N1CCc2c1cccc2)c1n(c(nn1)Cn1nnc2c1cccc2)C. The result is 0 (inactive).